Task: Predict the reactants needed to synthesize the given product.. Dataset: Full USPTO retrosynthesis dataset with 1.9M reactions from patents (1976-2016) (1) Given the product [CH3:14][NH:15][CH2:7][C:6]1[CH:9]=[CH:10][C:3]([C:1]#[CH:2])=[CH:4][CH:5]=1, predict the reactants needed to synthesize it. The reactants are: [C:1]([C:3]1[CH:10]=[CH:9][C:6]([CH:7]=O)=[CH:5][CH:4]=1)#[CH:2].Cl.CN.[C:14]([BH3-])#[N:15].[Na+].[OH-].[Na+]. (2) Given the product [CH3:43][C@@H:42]1[CH2:41][CH2:40][CH2:39][N:38]([C:44](=[O:45])[C:46]2[CH:51]=[C:50]([CH3:52])[CH:49]=[CH:48][C:47]=2[N:53]2[CH:57]=[N:56][C:55]([C:58]([F:61])([F:60])[F:59])=[N:54]2)[C@@H:37]1[CH2:36][NH:35][C:63]1[CH:70]=[CH:69][C:66]([C:67]#[N:68])=[CH:65][N:64]=1, predict the reactants needed to synthesize it. The reactants are: C[C@@H]1CCCN(C(C2C=C(C)C=CC=2C2C=NN(C)C=2)=O)[C@@H]1CNC1C=CC(C(F)(F)F)=CN=1.[NH2:35][CH2:36][C@@H:37]1[C@H:42]([CH3:43])[CH2:41][CH2:40][CH2:39][N:38]1[C:44]([C:46]1[CH:51]=[C:50]([CH3:52])[CH:49]=[CH:48][C:47]=1[N:53]1[CH:57]=[N:56][C:55]([C:58]([F:61])([F:60])[F:59])=[N:54]1)=[O:45].Cl[C:63]1[CH:70]=[CH:69][C:66]([C:67]#[N:68])=[CH:65][N:64]=1. (3) Given the product [Cl:23][C:7]1[N:6]=[C:5]([C:8]2[CH:9]=[CH:10][C:11]([O:14][C:15]3[CH:20]=[CH:19][CH:18]=[CH:17][CH:16]=3)=[CH:12][CH:13]=2)[N:4]([CH3:21])[C:3](=[O:22])[C:2]=1[OH:1], predict the reactants needed to synthesize it. The reactants are: [OH:1][C:2]1[C:3](=[O:22])[N:4]([CH3:21])[C:5]([C:8]2[CH:13]=[CH:12][C:11]([O:14][C:15]3[CH:20]=[CH:19][CH:18]=[CH:17][CH:16]=3)=[CH:10][CH:9]=2)=[N:6][CH:7]=1.[Cl:23]N1C(=O)CCC1=O. (4) Given the product [Cl:27][C:28]1[CH:33]=[CH:32][C:31]([C:2]2[C:11]3[C:6](=[CH:7][C:8]([S:12]([O:15][C:16]4[C:21]([F:22])=[C:20]([F:23])[C:19]([F:24])=[C:18]([F:25])[C:17]=4[F:26])(=[O:13])=[O:14])=[CH:9][CH:10]=3)[CH:5]=[CH:4][N:3]=2)=[C:30]([CH3:37])[CH:29]=1, predict the reactants needed to synthesize it. The reactants are: Cl[C:2]1[C:11]2[C:6](=[CH:7][C:8]([S:12]([O:15][C:16]3[C:21]([F:22])=[C:20]([F:23])[C:19]([F:24])=[C:18]([F:25])[C:17]=3[F:26])(=[O:14])=[O:13])=[CH:9][CH:10]=2)[CH:5]=[CH:4][N:3]=1.[Cl:27][C:28]1[CH:33]=[CH:32][C:31](B(O)O)=[C:30]([CH3:37])[CH:29]=1.C(=O)([O-])[O-].[K+].[K+]. (5) Given the product [C:1]1([N:7]2[C:22]([C:23]3[CH:28]=[CH:27][CH:26]=[CH:25][CH:24]=3)=[N:21][C:17]([CH2:18][CH2:19][CH3:20])=[N:8]2)[CH:6]=[CH:5][CH:4]=[CH:3][CH:2]=1, predict the reactants needed to synthesize it. The reactants are: [C:1]1([NH:7][NH2:8])[CH:6]=[CH:5][CH:4]=[CH:3][CH:2]=1.C(Cl)(Cl)(Cl)Cl.C(O[C:17](=[N:21][C:22](=O)[C:23]1[CH:28]=[CH:27][CH:26]=[CH:25][CH:24]=1)[CH2:18][CH2:19][CH3:20])C. (6) The reactants are: [CH2:1]([CH2:3][NH2:4])[OH:2].C(N(CC)CC)C.[C:12](Cl)(=[O:22])[CH2:13][CH2:14][CH2:15][CH2:16][CH2:17][CH2:18][CH2:19][CH2:20][CH3:21]. Given the product [C:12]([NH:4][CH2:3][CH2:1][OH:2])(=[O:22])[CH2:13][CH2:14][CH2:15][CH2:16][CH2:17][CH2:18][CH2:19][CH2:20][CH3:21], predict the reactants needed to synthesize it. (7) Given the product [Cl:1][C:2]1[C:3]([CH2:4][NH:11][CH2:12][CH:13]([OH:19])[CH2:14][O:15][CH:16]([CH3:18])[CH3:17])=[CH:6][CH:7]=[C:8]([Cl:10])[N:9]=1, predict the reactants needed to synthesize it. The reactants are: [Cl:1][C:2]1[N:9]=[C:8]([Cl:10])[CH:7]=[CH:6][C:3]=1[CH:4]=O.[NH2:11][CH2:12][CH:13]([OH:19])[CH2:14][O:15][CH:16]([CH3:18])[CH3:17].C(O)(=O)C.C([BH3-])#N.[Na+]. (8) The reactants are: FC1C(O[C:9]([C:11]2([F:30])[C:20]([NH:21][C:22]3[CH:27]=[CH:26][C:25]([I:28])=[CH:24][C:23]=3[CH3:29])=[CH:19][C:14]3=[N:15][CH2:16][N:17]([CH3:18])[C:13]3=[CH:12]2)=[O:10])=C(F)C(F)=C(F)C=1F.Cl.[NH2:36][NH2:37].C(N(CC)CC)C.O. Given the product [F:30][C:11]1([C:9]([NH:36][NH2:37])=[O:10])[C:20]([NH:21][C:22]2[CH:27]=[CH:26][C:25]([I:28])=[CH:24][C:23]=2[CH3:29])=[CH:19][C:14]2=[N:15][CH2:16][N:17]([CH3:18])[C:13]2=[CH:12]1, predict the reactants needed to synthesize it. (9) Given the product [Cl:1][C:2]1[N:3]=[C:4]([NH:12][CH2:13][CH:14]2[CH2:17][N:16]([C:18]([O:20][C:21]([CH3:24])([CH3:23])[CH3:22])=[O:19])[CH2:15]2)[C:5]2[S:10][CH:9]=[CH:8][C:6]=2[N:7]=1, predict the reactants needed to synthesize it. The reactants are: [Cl:1][C:2]1[N:3]=[C:4](Cl)[C:5]2[S:10][CH:9]=[CH:8][C:6]=2[N:7]=1.[NH2:12][CH2:13][CH:14]1[CH2:17][N:16]([C:18]([O:20][C:21]([CH3:24])([CH3:23])[CH3:22])=[O:19])[CH2:15]1.C(N(CC)C(C)C)(C)C.